From a dataset of Full USPTO retrosynthesis dataset with 1.9M reactions from patents (1976-2016). Predict the reactants needed to synthesize the given product. (1) Given the product [C:1]([O:5][C:6](=[O:17])[NH:7][C@H:8]1[CH2:9][CH2:10][C@@H:11]([CH2:14][NH2:15])[CH2:12][CH2:13]1)([CH3:4])([CH3:2])[CH3:3], predict the reactants needed to synthesize it. The reactants are: [C:1]([O:5][C:6](=[O:17])[NH:7][C@H:8]1[CH2:13][CH2:12][C@@H:11]([C:14](=O)[NH2:15])[CH2:10][CH2:9]1)([CH3:4])([CH3:3])[CH3:2].[OH-].[Na+]. (2) Given the product [Cl:1][C:2]1[N:7]=[C:6]2[N:8]([CH2:9][CH:10]3[CH2:15][CH2:14][O:13][CH2:12][CH2:11]3)[CH:17]=[N:16][C:5]2=[CH:4][CH:3]=1, predict the reactants needed to synthesize it. The reactants are: [Cl:1][C:2]1[N:7]=[C:6]([NH:8][CH2:9][CH:10]2[CH2:15][CH2:14][O:13][CH2:12][CH2:11]2)[C:5]([NH2:16])=[CH:4][CH:3]=1.[CH:17](O)=O.